The task is: Regression/Classification. Given a drug SMILES string, predict its toxicity properties. Task type varies by dataset: regression for continuous values (e.g., LD50, hERG inhibition percentage) or binary classification for toxic/non-toxic outcomes (e.g., AMES mutagenicity, cardiotoxicity, hepatotoxicity). Dataset: ames.. This data is from Ames mutagenicity test results for genotoxicity prediction. (1) The compound is Fc1ccc(CN2C3c4ccccc4-c4ccccc4C32)cc1. The result is 1 (mutagenic). (2) The result is 0 (non-mutagenic). The molecule is COc1cc(OC)c(Cl)c(-n2c(-c3ccccc3)cc(=O)c(C)c2-c2ccc(F)cc2)c1.